From a dataset of NCI-60 drug combinations with 297,098 pairs across 59 cell lines. Regression. Given two drug SMILES strings and cell line genomic features, predict the synergy score measuring deviation from expected non-interaction effect. (1) Drug 1: CNC(=O)C1=CC=CC=C1SC2=CC3=C(C=C2)C(=NN3)C=CC4=CC=CC=N4. Drug 2: C1CC(C1)(C(=O)O)C(=O)O.[NH2-].[NH2-].[Pt+2]. Cell line: HS 578T. Synergy scores: CSS=5.91, Synergy_ZIP=-3.96, Synergy_Bliss=-0.242, Synergy_Loewe=-2.22, Synergy_HSA=-1.85. (2) Drug 1: CCC1=C2CN3C(=CC4=C(C3=O)COC(=O)C4(CC)O)C2=NC5=C1C=C(C=C5)O. Drug 2: CCN(CC)CCCC(C)NC1=C2C=C(C=CC2=NC3=C1C=CC(=C3)Cl)OC. Cell line: LOX IMVI. Synergy scores: CSS=43.0, Synergy_ZIP=-1.98, Synergy_Bliss=-3.66, Synergy_Loewe=-13.5, Synergy_HSA=0.191. (3) Synergy scores: CSS=14.1, Synergy_ZIP=-3.54, Synergy_Bliss=0.856, Synergy_Loewe=1.70, Synergy_HSA=1.06. Drug 1: COC1=C(C=C2C(=C1)N=CN=C2NC3=CC(=C(C=C3)F)Cl)OCCCN4CCOCC4. Cell line: MDA-MB-435. Drug 2: B(C(CC(C)C)NC(=O)C(CC1=CC=CC=C1)NC(=O)C2=NC=CN=C2)(O)O. (4) Drug 1: CC1C(C(CC(O1)OC2CC(CC3=C2C(=C4C(=C3O)C(=O)C5=C(C4=O)C(=CC=C5)OC)O)(C(=O)C)O)N)O.Cl. Drug 2: CC1C(C(CC(O1)OC2CC(OC(C2O)C)OC3=CC4=CC5=C(C(=O)C(C(C5)C(C(=O)C(C(C)O)O)OC)OC6CC(C(C(O6)C)O)OC7CC(C(C(O7)C)O)OC8CC(C(C(O8)C)O)(C)O)C(=C4C(=C3C)O)O)O)O. Cell line: KM12. Synergy scores: CSS=18.6, Synergy_ZIP=-6.96, Synergy_Bliss=-2.84, Synergy_Loewe=-1.37, Synergy_HSA=0.444. (5) Drug 1: C1=C(C(=O)NC(=O)N1)F. Drug 2: CN1C(=O)N2C=NC(=C2N=N1)C(=O)N. Cell line: SF-295. Synergy scores: CSS=29.5, Synergy_ZIP=-6.20, Synergy_Bliss=-4.84, Synergy_Loewe=-6.86, Synergy_HSA=-3.38. (6) Drug 1: C1=CC(=C2C(=C1NCCNCCO)C(=O)C3=C(C=CC(=C3C2=O)O)O)NCCNCCO. Drug 2: C1=CC(=CC=C1CCCC(=O)O)N(CCCl)CCCl. Cell line: CAKI-1. Synergy scores: CSS=64.2, Synergy_ZIP=-7.35, Synergy_Bliss=-6.29, Synergy_Loewe=-17.7, Synergy_HSA=0.0642.